This data is from Full USPTO retrosynthesis dataset with 1.9M reactions from patents (1976-2016). The task is: Predict the reactants needed to synthesize the given product. (1) Given the product [O:24]([C:17]1[C:16]([CH2:15][C:14]2[CH:13]=[CH:12][C:11](/[CH:48]=[CH:49]/[CH2:50][CH2:51][N:52]3[CH2:53][C:54]4([CH2:60][CH2:59][CH2:58][NH:57][CH2:56]4)[CH2:55]3)=[CH:10][C:9]=2[CH3:8])=[C:20]([CH:21]([CH3:23])[CH3:22])[NH:19][N:18]=1)[C@@H:25]1[O:42][C@H:41]([CH2:43][OH:44])[C@@H:36]([OH:37])[C@H:31]([OH:32])[C@H:26]1[OH:27], predict the reactants needed to synthesize it. The reactants are: Cl.O1CCOCC1.[CH3:8][C:9]1[CH:10]=[C:11](/[CH:48]=[CH:49]/[CH2:50][CH2:51][N:52]2[CH2:55][C:54]3([CH2:60][CH2:59][CH2:58][N:57](C(OC(C)(C)C)=O)[CH2:56]3)[CH2:53]2)[CH:12]=[CH:13][C:14]=1[CH2:15][C:16]1[C:17]([O:24][C@@H:25]2[O:42][C@H:41]([CH2:43][O:44]C(=O)C)[C@@H:36]([O:37]C(=O)C)[C@H:31]([O:32]C(=O)C)[C@H:26]2[O:27]C(=O)C)=[N:18][NH:19][C:20]=1[CH:21]([CH3:23])[CH3:22]. (2) Given the product [Cl:42][C:39]1[CH:40]=[CH:41][C:36]([NH:35][CH2:34][C@H:30]2[N:31]([C:17]([C:16]3[CH:20]=[C:12]([CH3:11])[CH:13]=[CH:14][C:15]=3[N:21]3[N:25]=[CH:24][CH:23]=[N:22]3)=[O:19])[CH2:32][CH2:33][C:28]3([CH2:27][CH2:26]3)[CH2:29]2)=[N:37][CH:38]=1, predict the reactants needed to synthesize it. The reactants are: OC1C2N=NNC=2C=CC=1.[CH3:11][C:12]1[CH:13]=[CH:14][C:15]([N:21]2[N:25]=[CH:24][CH:23]=[N:22]2)=[C:16]([CH:20]=1)[C:17]([OH:19])=O.[CH2:26]1[C:28]2([CH2:33][CH2:32][NH:31][CH:30]([CH2:34][NH:35][C:36]3[CH:41]=[CH:40][C:39]([Cl:42])=[CH:38][N:37]=3)[CH2:29]2)[CH2:27]1.